The task is: Regression. Given a peptide amino acid sequence and an MHC pseudo amino acid sequence, predict their binding affinity value. This is MHC class I binding data.. This data is from Peptide-MHC class I binding affinity with 185,985 pairs from IEDB/IMGT. (1) The peptide sequence is RDQLWKGPGEL. The MHC is Mamu-B01 with pseudo-sequence Mamu-B01. The binding affinity (normalized) is 0. (2) The binding affinity (normalized) is 0.0847. The MHC is HLA-B08:01 with pseudo-sequence HLA-B08:01. The peptide sequence is GRKTPLLCF. (3) The peptide sequence is YMREVGAAL. The MHC is HLA-B07:02 with pseudo-sequence HLA-B07:02. The binding affinity (normalized) is 0.878. (4) The peptide sequence is GWPDNYCEW. The MHC is HLA-A68:02 with pseudo-sequence HLA-A68:02. The binding affinity (normalized) is 0.0847. (5) The peptide sequence is VVRVRRELL. The MHC is HLA-B27:03 with pseudo-sequence HLA-B27:03. The binding affinity (normalized) is 0.0847. (6) The peptide sequence is HFIYHKREK. The MHC is HLA-B57:01 with pseudo-sequence HLA-B57:01. The binding affinity (normalized) is 0.0847. (7) The peptide sequence is YPACEAIGL. The MHC is HLA-A02:03 with pseudo-sequence HLA-A02:03. The binding affinity (normalized) is 0.0847. (8) The peptide sequence is KIFEYGFTF. The MHC is HLA-A03:01 with pseudo-sequence HLA-A03:01. The binding affinity (normalized) is 0.196. (9) The peptide sequence is KPTFKHASV. The MHC is HLA-B46:01 with pseudo-sequence HLA-B46:01. The binding affinity (normalized) is 0.0847. (10) The peptide sequence is FLLMDALKL. The MHC is HLA-B07:02 with pseudo-sequence HLA-B07:02. The binding affinity (normalized) is 0.0847.